Dataset: Full USPTO retrosynthesis dataset with 1.9M reactions from patents (1976-2016). Task: Predict the reactants needed to synthesize the given product. (1) Given the product [NH2:1][C:2]1[C:3]2[C:10]([C:11]3[CH:12]=[CH:13][C:14]([O:17][C:18]4[CH:23]=[CH:22][CH:21]=[CH:20][CH:19]=4)=[CH:15][CH:16]=3)=[CH:9][N:8]([CH:24]3[CH2:25][CH2:26][CH:27]([CH2:30][C:31]([OH:33])=[O:32])[CH2:28][CH2:29]3)[C:4]=2[N:5]=[CH:6][N:7]=1, predict the reactants needed to synthesize it. The reactants are: [NH2:1][C:2]1[C:3]2[C:10]([C:11]3[CH:16]=[CH:15][C:14]([O:17][C:18]4[CH:23]=[CH:22][CH:21]=[CH:20][CH:19]=4)=[CH:13][CH:12]=3)=[CH:9][N:8]([CH:24]3[CH2:29][CH2:28][C:27](=[CH:30][C:31]([OH:33])=[O:32])[CH2:26][CH2:25]3)[C:4]=2[N:5]=[CH:6][N:7]=1.[OH-].[Na+].C(O)C.O. (2) Given the product [C:1]([C:5]1[CH:10]=[CH:9][C:8]([NH2:11])=[CH:7][C:6]=1[O:22][CH3:23])([CH3:4])([CH3:2])[CH3:3], predict the reactants needed to synthesize it. The reactants are: [C:1]([C:5]1[CH:10]=[CH:9][C:8]([N:11]2C(=O)C3C(=CC=CC=3)C2=O)=[CH:7][C:6]=1[O:22][CH3:23])([CH3:4])([CH3:3])[CH3:2].NN. (3) Given the product [C:13]([C:14]1[S:16][CH:9]=[C:8]([C:4]2[S:3][C:2]([NH2:1])=[N:6][C:5]=2[CH3:7])[N:15]=1)([CH3:18])([CH3:17])[CH3:12], predict the reactants needed to synthesize it. The reactants are: [NH2:1][C:2]1[S:3][C:4]([C:8](=O)[CH2:9]Br)=[C:5]([CH3:7])[N:6]=1.[CH3:12][C:13]([CH3:18])([CH3:17])[C:14](=[S:16])[NH2:15].C(N(CC)CC)C. (4) Given the product [Cl:1][C:2]1[CH:3]=[CH:4][C:5]([CH:8]([C:15]2[C:23]3[C:18](=[C:19]([CH2:24][S:25][CH3:26])[CH:20]=[CH:21][CH:22]=3)[N:17]([C:27]([O:29][C:30]([CH3:33])([CH3:32])[CH3:31])=[O:28])[CH:16]=2)[CH2:9][C:10]([O:12][CH2:13][CH3:14])=[O:11])=[CH:6][CH:7]=1, predict the reactants needed to synthesize it. The reactants are: [Cl:1][C:2]1[CH:7]=[CH:6][C:5]([CH:8]([C:15]2[C:23]3[C:18](=[C:19]([CH2:24][S:25][CH3:26])[CH:20]=[CH:21][CH:22]=3)[NH:17][CH:16]=2)[CH2:9][C:10]([O:12][CH2:13][CH3:14])=[O:11])=[CH:4][CH:3]=1.[C:27](O[C:27]([O:29][C:30]([CH3:33])([CH3:32])[CH3:31])=[O:28])([O:29][C:30]([CH3:33])([CH3:32])[CH3:31])=[O:28].O. (5) Given the product [CH2:15]([O:14][C:12]([N:9]1[C:10]2[C:6](=[CH:5][CH:4]=[CH:3][C:2]=2[CH3:1])[CH:7]=[CH:8]1)=[O:13])[CH3:16], predict the reactants needed to synthesize it. The reactants are: [CH3:1][C:2]1[CH:3]=[CH:4][CH:5]=[C:6]2[C:10]=1[NH:9][CH:8]=[CH:7]2.Cl[C:12]([O:14][CH2:15][CH3:16])=[O:13]. (6) Given the product [Cl:12][C:6]1[CH:7]=[C:8]([Cl:11])[CH:9]=[CH:10][C:5]=1[C:4]1[N:13]=[C:14]([OH:15])[N:29]2[N:28]=[C:26]([CH2:25][N:19]3[CH2:24][CH2:23][O:22][CH2:21][CH2:20]3)[N:2]=[C:1]2[CH:3]=1, predict the reactants needed to synthesize it. The reactants are: [C:1]([CH:3]=[C:4]([NH:13][C:14](=O)[O:15]CC)[C:5]1[CH:10]=[CH:9][C:8]([Cl:11])=[CH:7][C:6]=1[Cl:12])#[N:2].[N:19]1([CH2:25][C:26]([NH:28][NH2:29])=O)[CH2:24][CH2:23][O:22][CH2:21][CH2:20]1.C(OCC)(=O)C.O. (7) Given the product [CH3:1][O:2][C:3]([CH:5]1[CH:18]([C:19]2[CH:24]=[CH:23][C:22]([O:25][CH3:26])=[CH:21][CH:20]=2)[CH:17]2[CH:12]([CH2:13][CH2:14][CH2:15][CH2:16]2)[C:11]2[C:6]1=[CH:7][CH:8]=[C:9]([O:27][CH3:28])[CH:10]=2)=[O:4], predict the reactants needed to synthesize it. The reactants are: [CH3:1][O:2][C:3]([C:5]1[C:6]2[C:11]([CH:12]3[CH:17]([C:18]=1[C:19]1[CH:24]=[CH:23][C:22]([O:25][CH3:26])=[CH:21][CH:20]=1)[CH2:16][CH2:15][CH2:14][CH2:13]3)=[CH:10][C:9]([O:27][CH3:28])=[CH:8][CH:7]=2)=[O:4].C(O)(=O)C.CO.[H][H]. (8) Given the product [Si:23]([O:30][CH2:31][CH2:32][CH2:33][NH:1][C:2]1[CH:11]=[C:10]2[C:5]([CH:6]=[C:7]([C:13]3[CH:18]=[CH:17][CH:16]=[CH:15][C:14]=3[C:19]([F:22])([F:20])[F:21])[NH:8][C:9]2=[O:12])=[CH:4][CH:3]=1)([C:26]([CH3:27])([CH3:28])[CH3:29])([CH3:25])[CH3:24], predict the reactants needed to synthesize it. The reactants are: [NH2:1][C:2]1[CH:11]=[C:10]2[C:5]([CH:6]=[C:7]([C:13]3[CH:18]=[CH:17][CH:16]=[CH:15][C:14]=3[C:19]([F:22])([F:21])[F:20])[NH:8][C:9]2=[O:12])=[CH:4][CH:3]=1.[Si:23]([O:30][CH2:31][CH2:32][CH2:33]O)([C:26]([CH3:29])([CH3:28])[CH3:27])([CH3:25])[CH3:24].C(O)(=O)C.C(=O)(O)[O-].[Na+]. (9) Given the product [CH2:12]([S:16]([N:3]1[CH2:11][CH2:10][CH2:9][CH:5]([C:6]([OH:8])=[O:7])[CH2:4]1)(=[O:18])=[O:17])[CH2:13][CH2:14][CH3:15], predict the reactants needed to synthesize it. The reactants are: [OH-].[Na+].[NH:3]1[CH2:11][CH2:10][CH2:9][CH:5]([C:6]([OH:8])=[O:7])[CH2:4]1.[CH2:12]([S:16](Cl)(=[O:18])=[O:17])[CH2:13][CH2:14][CH3:15]. (10) Given the product [C:4]([O:6][CH2:7][CH3:8])(=[O:5])/[CH:3]=[CH:2]/[C:1]([O:10][CH2:11][CH3:12])=[O:9].[C:13]([O:20][CH:21]([CH3:23])[CH3:22])(=[O:19])/[CH:14]=[CH:15]/[C:16]([O-:18])=[O:17].[C:24]([O:34][CH:35]([CH3:37])[CH3:36])(=[O:33])[CH:25]=[CH:26][C:27]1[CH:28]=[CH:29][CH:30]=[CH:31][CH:32]=1, predict the reactants needed to synthesize it. The reactants are: [C:1]([O:10][CH2:11][CH3:12])(=[O:9])/[CH:2]=[CH:3]/[C:4]([O:6][CH2:7][CH3:8])=[O:5].[C:13]([O:20][CH:21]([CH3:23])[CH3:22])(=[O:19])/[CH:14]=[CH:15]/[C:16]([O-:18])=[O:17].[C:24]([O:34][CH:35]([CH3:37])[CH3:36])(=[O:33])[CH:25]=[CH:26][C:27]1[CH:32]=[CH:31][CH:30]=[CH:29][CH:28]=1.C(OOC(C)(C)C)(=O)C(C)(C)C.